This data is from Full USPTO retrosynthesis dataset with 1.9M reactions from patents (1976-2016). The task is: Predict the reactants needed to synthesize the given product. (1) Given the product [N:25]1([CH2:31][C:32]2[CH:33]=[CH:34][C:35]([NH:36]/[C:3](=[C:12]3\[C:13](=[O:24])[NH:14][C:15]4[C:20]\3=[CH:19][C:18]([N+:21]([O-:23])=[O:22])=[CH:17][CH:16]=4)/[C:4]3[CH:5]=[CH:6][C:7]([O:10][CH3:11])=[CH:8][CH:9]=3)=[CH:37][CH:38]=2)[CH2:30][CH2:29][CH2:28][CH2:27][CH2:26]1, predict the reactants needed to synthesize it. The reactants are: CO[C:3](=[C:12]1[C:20]2[C:15](=[CH:16][CH:17]=[C:18]([N+:21]([O-:23])=[O:22])[CH:19]=2)[NH:14][C:13]1=[O:24])[C:4]1[CH:9]=[CH:8][C:7]([O:10][CH3:11])=[CH:6][CH:5]=1.[N:25]1([CH2:31][C:32]2[CH:38]=[CH:37][C:35]([NH2:36])=[CH:34][CH:33]=2)[CH2:30][CH2:29][CH2:28][CH2:27][CH2:26]1. (2) Given the product [Cl:1][C:2]1[CH:7]=[CH:6][C:5]([C:8]2[C:12]([C:13]3[CH:18]=[CH:17][N:16]=[CH:15][N:14]=3)=[C:11]([C@H:19]3[CH2:24][CH2:23][C@H:22]([NH:34][C@@H:27]([C:28]4[CH:33]=[CH:32][CH:31]=[CH:30][CH:29]=4)[CH3:26])[CH2:21][CH2:20]3)[NH:10][N:9]=2)=[CH:4][CH:3]=1, predict the reactants needed to synthesize it. The reactants are: [Cl:1][C:2]1[CH:7]=[CH:6][C:5]([C:8]2[C:12]([C:13]3[CH:18]=[CH:17][N:16]=[CH:15][N:14]=3)=[C:11]([CH:19]3[CH2:24][CH2:23][C:22](=O)[CH2:21][CH2:20]3)[NH:10][N:9]=2)=[CH:4][CH:3]=1.[CH3:26][C@@H:27]([NH2:34])[C:28]1[CH:33]=[CH:32][CH:31]=[CH:30][CH:29]=1.C(O[BH-](OC(=O)C)OC(=O)C)(=O)C.[Na+].C(O)(=O)C.